This data is from Forward reaction prediction with 1.9M reactions from USPTO patents (1976-2016). The task is: Predict the product of the given reaction. (1) Given the reactants CN(C)C=O.[CH3:6][O:7][C:8]1[CH:39]=[C:38]([O:40][CH3:41])[CH:37]=[CH:36][C:9]=1[CH2:10][NH:11][C:12]1[N:21]2[N:22]=[C:23]([CH:25]3[CH2:30][CH2:29][CH2:28][NH:27][CH2:26]3)[N:24]=[C:20]2[C:19]2[C:14](=[C:15]3[O:33][C:32]([F:35])([F:34])[O:31][C:16]3=[CH:17][CH:18]=2)[N:13]=1.[F:42][C:43]([F:48])([F:47])[CH2:44][CH2:45]I.C(=O)([O-])[O-].[K+].[K+], predict the reaction product. The product is: [CH3:6][O:7][C:8]1[CH:39]=[C:38]([O:40][CH3:41])[CH:37]=[CH:36][C:9]=1[CH2:10][NH:11][C:12]1[N:21]2[N:22]=[C:23]([CH:25]3[CH2:30][CH2:29][CH2:28][N:27]([CH2:45][CH2:44][C:43]([F:48])([F:47])[F:42])[CH2:26]3)[N:24]=[C:20]2[C:19]2[C:14](=[C:15]3[O:33][C:32]([F:34])([F:35])[O:31][C:16]3=[CH:17][CH:18]=2)[N:13]=1. (2) Given the reactants [C:1]1([CH:7]([C:18]2[CH:23]=[CH:22][CH:21]=[CH:20][CH:19]=2)[N:8]2[CH2:11][CH:10]([N:12]3[CH2:17][CH2:16][NH:15][CH2:14][CH2:13]3)[CH2:9]2)[CH:6]=[CH:5][CH:4]=[CH:3][CH:2]=1.C(N(CC)CC)C.[CH3:31][CH:32]([CH3:36])[C:33](Cl)=[O:34], predict the reaction product. The product is: [C:18]1([CH:7]([C:1]2[CH:2]=[CH:3][CH:4]=[CH:5][CH:6]=2)[N:8]2[CH2:9][CH:10]([N:12]3[CH2:17][CH2:16][N:15]([C:33](=[O:34])[CH:32]([CH3:36])[CH3:31])[CH2:14][CH2:13]3)[CH2:11]2)[CH:23]=[CH:22][CH:21]=[CH:20][CH:19]=1. (3) Given the reactants [CH3:1][O:2][CH2:3][CH2:4][CH2:5][N:6]1[C:11]2[CH:12]=[C:13]([CH2:16][O:17][CH:18]3[CH:23]([C:24]4[CH:29]=[CH:28][C:27]([O:30][CH:31]5[CH2:35][CH2:34][NH:33][CH2:32]5)=[CH:26][CH:25]=4)[CH2:22][CH2:21][N:20]([C:36]([O:38][CH2:39][C:40]4[CH:45]=[CH:44][CH:43]=[CH:42][CH:41]=4)=[O:37])[CH2:19]3)[CH:14]=[CH:15][C:10]=2[O:9][CH2:8][CH2:7]1.C(N(CC)CC)C.[CH:53]1([CH2:56][C:57](Cl)=[O:58])[CH2:55][CH2:54]1, predict the reaction product. The product is: [CH:53]1([CH2:56][C:57]([N:33]2[CH2:34][CH2:35][CH:31]([O:30][C:27]3[CH:28]=[CH:29][C:24]([CH:23]4[CH2:22][CH2:21][N:20]([C:36]([O:38][CH2:39][C:40]5[CH:41]=[CH:42][CH:43]=[CH:44][CH:45]=5)=[O:37])[CH2:19][CH:18]4[O:17][CH2:16][C:13]4[CH:14]=[CH:15][C:10]5[O:9][CH2:8][CH2:7][N:6]([CH2:5][CH2:4][CH2:3][O:2][CH3:1])[C:11]=5[CH:12]=4)=[CH:25][CH:26]=3)[CH2:32]2)=[O:58])[CH2:55][CH2:54]1. (4) Given the reactants [F:1][C:2]([F:16])([F:15])[C:3]1[CH:14]=[CH:13][C:6]([CH2:7][CH:8]([C:11]#[N:12])[C:9]#[N:10])=[CH:5][CH:4]=1.[H-].[Na+].[Cl:19][C:20]([Cl:24])=[CH:21][CH2:22]Cl, predict the reaction product. The product is: [Cl:19][C:20]([Cl:24])=[CH:21][CH2:22][C:8]([CH2:7][C:6]1[CH:5]=[CH:4][C:3]([C:2]([F:15])([F:16])[F:1])=[CH:14][CH:13]=1)([C:11]#[N:12])[C:9]#[N:10]. (5) Given the reactants [CH3:1][C:2]([CH2:36][CH2:37][CH2:38][CH:39]([CH3:42])[CH:40]=[O:41])=[CH:3][CH2:4][CH:5]([O:15][C:16](=[O:35])[CH2:17][CH:18]([O:27][Si:28]([C:31]([CH3:34])([CH3:33])[CH3:32])([CH3:30])[CH3:29])[C:19]([CH3:26])([CH3:25])[C:20](=[O:24])[CH:21](Br)[CH3:22])[C:6]([CH3:14])=[CH:7][C:8]1[N:9]=[C:10]([CH3:13])[S:11][CH:12]=1.[Li+].[I-].[NH4+].[Cl-], predict the reaction product. The product is: [C:31]([Si:28]([CH3:30])([CH3:29])[O:27][CH:18]1[C:19]([CH3:26])([CH3:25])[C:20](=[O:24])[CH:21]([CH3:22])[CH:40]([OH:41])[CH:39]([CH3:42])[CH2:38][CH2:37][CH2:36][C:2]([CH3:1])=[CH:3][CH2:4][CH:5]([C:6]([CH3:14])=[CH:7][C:8]2[N:9]=[C:10]([CH3:13])[S:11][CH:12]=2)[O:15][C:16](=[O:35])[CH2:17]1)([CH3:33])([CH3:32])[CH3:34]. (6) The product is: [Cl:25][C:26]1[CH:31]=[C:30]([F:32])[CH:29]=[CH:28][C:27]=1[S:33]([N:2]([CH3:1])[CH2:3][CH2:4][CH2:5][NH:6][C:7](=[O:24])[C@H:8]([CH2:20][CH:21]([CH3:22])[CH3:23])[NH:9][C:10]([O:12][CH2:13][C:14]1[CH:15]=[CH:16][CH:17]=[CH:18][CH:19]=1)=[O:11])(=[O:35])=[O:34]. Given the reactants [CH3:1][NH:2][CH2:3][CH2:4][CH2:5][NH:6][C:7](=[O:24])[C@H:8]([CH2:20][CH:21]([CH3:23])[CH3:22])[NH:9][C:10]([O:12][CH2:13][C:14]1[CH:19]=[CH:18][CH:17]=[CH:16][CH:15]=1)=[O:11].[Cl:25][C:26]1[CH:31]=[C:30]([F:32])[CH:29]=[CH:28][C:27]=1[S:33](Cl)(=[O:35])=[O:34].C(N(CC)CC)C, predict the reaction product. (7) Given the reactants [OH:1][CH2:2][CH2:3][CH2:4][CH2:5][CH2:6][CH2:7][O:8][CH2:9][CH2:10][CH2:11][CH2:12][C:13]1[CH:14]=[C:15]([N:19]2[C:23](=[O:24])[CH2:22][NH:21][C:20]2=[O:25])[CH:16]=[CH:17][CH:18]=1.[CH3:26][S:27](Cl)(=[O:29])=[O:28], predict the reaction product. The product is: [CH3:26][S:27]([O:1][CH2:2][CH2:3][CH2:4][CH2:5][CH2:6][CH2:7][O:8][CH2:9][CH2:10][CH2:11][CH2:12][C:13]1[CH:18]=[CH:17][CH:16]=[C:15]([N:19]2[C:23](=[O:24])[CH2:22][NH:21][C:20]2=[O:25])[CH:14]=1)(=[O:29])=[O:28]. (8) Given the reactants [CH3:1][O:2][C:3]([C:5]1[NH:6][C:7]2[C:12]([C:13](=[O:15])[CH:14]=1)=[CH:11][C:10]([F:16])=[CH:9][C:8]=2[Br:17])=[O:4].[C:18]([O-])([O-])=O.[K+].[K+].CS(C)=O.CI, predict the reaction product. The product is: [CH3:1][O:2][C:3]([C:5]1[CH:14]=[C:13]([O:15][CH3:18])[C:12]2[C:7](=[C:8]([Br:17])[CH:9]=[C:10]([F:16])[CH:11]=2)[N:6]=1)=[O:4].